Task: Predict which catalyst facilitates the given reaction.. Dataset: Catalyst prediction with 721,799 reactions and 888 catalyst types from USPTO (1) Reactant: [CH2:1]([O:3][C:4]1[N:9]=[C:8]2[NH:10][C:11]([C:13]3[CH:14]=[CH:15][C:16]([N:19]4[CH2:24][CH2:23][CH:22]([O:25][C@H:26]5[CH2:31][CH2:30][C@H:29]([CH2:32][C:33]([O:35]C)=[O:34])[CH2:28][CH2:27]5)[CH2:21][CH2:20]4)=[N:17][CH:18]=3)=[N:12][C:7]2=[CH:6][CH:5]=1)[CH3:2].[OH-].[Li+]. Product: [CH2:1]([O:3][C:4]1[N:9]=[C:8]2[NH:10][C:11]([C:13]3[CH:14]=[CH:15][C:16]([N:19]4[CH2:24][CH2:23][CH:22]([O:25][C@H:26]5[CH2:31][CH2:30][C@H:29]([CH2:32][C:33]([OH:35])=[O:34])[CH2:28][CH2:27]5)[CH2:21][CH2:20]4)=[N:17][CH:18]=3)=[N:12][C:7]2=[CH:6][CH:5]=1)[CH3:2]. The catalyst class is: 20. (2) Product: [C:1]1([C:7]2[CH:25]=[CH:26][C:10]([C:13]([O:15][CH2:16][CH3:17])=[O:14])=[N:9][C:8]=2[C:18]2[CH:23]=[CH:22][C:21]([CH3:24])=[CH:20][CH:19]=2)[CH:6]=[CH:5][CH:4]=[CH:3][CH:2]=1. Reactant: [C:1]1([C:7]2N=N[C:10]([C:13]([O:15][CH2:16][CH3:17])=[O:14])=[N:9][C:8]=2[C:18]2[CH:23]=[CH:22][C:21]([CH3:24])=[CH:20][CH:19]=2)[CH:6]=[CH:5][CH:4]=[CH:3][CH:2]=1.[CH:25](N1CCCC1)=[CH2:26]. The catalyst class is: 22. (3) Reactant: [F:1][C:2]1[CH:10]=[CH:9][C:5]([C:6]([OH:8])=[O:7])=[CH:4][C:3]=1[N+:11]([O-])=O.[H][H]. Product: [NH2:11][C:3]1[CH:4]=[C:5]([CH:9]=[CH:10][C:2]=1[F:1])[C:6]([OH:8])=[O:7]. The catalyst class is: 19. (4) Reactant: Cl[C:2]1[C:7]([N+:8]([O-:10])=[O:9])=[CH:6][N:5]=[C:4]2[CH:11]=[CH:12][S:13][C:3]=12.[NH2:14][C@@H:15]1[CH2:20][C@@H:19]([NH:21][C:22](=[O:31])[O:23][CH2:24][C:25]2[CH:30]=[CH:29][CH:28]=[CH:27][CH:26]=2)[C@@H:18]([CH2:32][C:33]#[N:34])[CH2:17][CH2:16]1.C(N(CC)CC)C. The catalyst class is: 32. Product: [C:33]([CH2:32][C@H:18]1[CH2:17][CH2:16][C@H:15]([NH:14][C:2]2[C:7]([N+:8]([O-:10])=[O:9])=[CH:6][N:5]=[C:4]3[CH:11]=[CH:12][S:13][C:3]=23)[CH2:20][C@H:19]1[NH:21][C:22](=[O:31])[O:23][CH2:24][C:25]1[CH:30]=[CH:29][CH:28]=[CH:27][CH:26]=1)#[N:34]. (5) Reactant: [NH2:1][C:2]1[CH:7]=[CH:6][C:5]([C:8]([N:10]2[CH2:15][CH2:14][N:13]([CH2:16][CH3:17])[CH2:12][CH2:11]2)=O)=[C:4]([C:18]([F:21])([F:20])[F:19])[CH:3]=1. Product: [CH2:16]([N:13]1[CH2:14][CH2:15][N:10]([CH2:8][C:5]2[CH:6]=[CH:7][C:2]([NH2:1])=[CH:3][C:4]=2[C:18]([F:21])([F:19])[F:20])[CH2:11][CH2:12]1)[CH3:17]. The catalyst class is: 1.